From a dataset of Reaction yield outcomes from USPTO patents with 853,638 reactions. Predict the reaction yield, written as a fraction of the theoretical maximum amount of product (1.0 means a 100% yield; for example, 0.34 means a 34% yield). (1) The reactants are [NH2:1][CH2:2][C:3]1([OH:18])[CH2:8][CH2:7][N:6]([C:9]2[N:10]([CH3:17])[N:11]=[CH:12][C:13]=2[N+:14]([O-:16])=[O:15])[CH2:5][CH2:4]1.C(N(CC)CC)C.[C:26](O[C:26]([O:28][C:29]([CH3:32])([CH3:31])[CH3:30])=[O:27])([O:28][C:29]([CH3:32])([CH3:31])[CH3:30])=[O:27].O. The catalyst is CN(C1C=CN=CC=1)C.C(Cl)Cl. The product is [OH:18][C:3]1([CH2:2][NH:1][C:26](=[O:27])[O:28][C:29]([CH3:32])([CH3:31])[CH3:30])[CH2:8][CH2:7][N:6]([C:9]2[N:10]([CH3:17])[N:11]=[CH:12][C:13]=2[N+:14]([O-:16])=[O:15])[CH2:5][CH2:4]1. The yield is 0.680. (2) The reactants are [Cl:1][C:2]1[CH:7]=[CH:6][C:5]([O:8][CH2:9][C:10]([O:12]CC)=[O:11])=[CH:4][CH:3]=1.[OH-].[K+]. The catalyst is CO.O. The product is [Cl:1][C:2]1[CH:3]=[CH:4][C:5]([O:8][CH2:9][C:10]([OH:12])=[O:11])=[CH:6][CH:7]=1. The yield is 0.770. (3) The reactants are [NH:1]1[C:9]2[C:4](=[CH:5][CH:6]=[CH:7][CH:8]=2)[C:3]([C:10]([OH:12])=[O:11])=[N:2]1.[C:13](=O)(O)[O-].[Na+]. The catalyst is CO.S(Cl)(Cl)=O. The product is [NH:1]1[C:9]2[C:4](=[CH:5][CH:6]=[CH:7][CH:8]=2)[C:3]([C:10]([O:12][CH3:13])=[O:11])=[N:2]1. The yield is 0.940. (4) The reactants are FC(F)(F)C(O)=O.C(OC([NH:15][CH2:16][CH2:17][CH2:18][N:19]1[CH2:24][CH2:23][C:22]([CH3:31])([C:25]2[CH:30]=[CH:29][CH:28]=[CH:27][CH:26]=2)[CH2:21][CH2:20]1)O)(C)(C)C. The catalyst is ClCCl. The product is [CH3:31][C:22]1([C:25]2[CH:26]=[CH:27][CH:28]=[CH:29][CH:30]=2)[CH2:21][CH2:20][N:19]([CH2:18][CH2:17][CH2:16][NH2:15])[CH2:24][CH2:23]1. The yield is 0.980. (5) The reactants are CS(O[CH2:6][C:7]1[CH:11]=[C:10]([C:12]2[C:13]([C:42](=[O:46])[NH:43][CH2:44][CH3:45])=[N:14][O:15][C:16]=2[C:17]2[CH:22]=[C:21]([CH:23]([CH3:25])[CH3:24])[C:20]([O:26][CH2:27][C:28]3[CH:33]=[CH:32][CH:31]=[CH:30][CH:29]=3)=[CH:19][C:18]=2[O:34][CH2:35][C:36]2[CH:41]=[CH:40][CH:39]=[CH:38][CH:37]=2)[O:9][N:8]=1)(=O)=O.[CH2:47]([NH2:50])[CH:48]=[CH2:49]. No catalyst specified. The product is [CH2:47]([NH:50][CH2:6][C:7]1[CH:11]=[C:10]([C:12]2[C:13]([C:42]([NH:43][CH2:44][CH3:45])=[O:46])=[N:14][O:15][C:16]=2[C:17]2[CH:22]=[C:21]([CH:23]([CH3:25])[CH3:24])[C:20]([O:26][CH2:27][C:28]3[CH:33]=[CH:32][CH:31]=[CH:30][CH:29]=3)=[CH:19][C:18]=2[O:34][CH2:35][C:36]2[CH:37]=[CH:38][CH:39]=[CH:40][CH:41]=2)[O:9][N:8]=1)[CH:48]=[CH2:49]. The yield is 0.690.